This data is from Peptide-MHC class I binding affinity with 185,985 pairs from IEDB/IMGT. The task is: Regression. Given a peptide amino acid sequence and an MHC pseudo amino acid sequence, predict their binding affinity value. This is MHC class I binding data. The peptide sequence is ATYQRTRA. The MHC is HLA-A02:06 with pseudo-sequence HLA-A02:06. The binding affinity (normalized) is 0.